Predict the product of the given reaction. From a dataset of Forward reaction prediction with 1.9M reactions from USPTO patents (1976-2016). (1) Given the reactants [H-].[Na+].[NH:3]1[C:11]2[C:6](=[CH:7][CH:8]=[CH:9][N:10]=2)[CH:5]=[CH:4]1.[CH3:12][Si:13]([CH3:20])([CH3:19])[CH2:14][CH2:15][O:16][CH2:17]Cl, predict the reaction product. The product is: [CH3:12][Si:13]([CH3:20])([CH3:19])[CH2:14][CH2:15][O:16][CH2:17][N:3]1[C:11]2=[N:10][CH:9]=[CH:8][CH:7]=[C:6]2[CH:5]=[CH:4]1. (2) The product is: [CH3:1][C:2]([CH3:29])([CH2:7][CH2:8][C:9]1[S:10][C:11]([C:14]2[CH:15]=[CH:16][C:17]([NH:20][C:21]([N:23]3[CH2:24][CH2:25][N:31]([CH3:30])[CH2:27][CH2:28]3)=[O:22])=[CH:18][CH:19]=2)=[CH:12][N:13]=1)[C:3]([O:5][CH3:6])=[O:4]. Given the reactants [CH3:1][C:2]([CH3:29])([CH2:7][CH2:8][C:9]1[S:10][C:11]([C:14]2[CH:19]=[CH:18][C:17]([NH:20][C:21]([N:23]3[CH2:28][CH2:27]C[CH2:25][CH2:24]3)=[O:22])=[CH:16][CH:15]=2)=[CH:12][N:13]=1)[C:3]([O:5][CH3:6])=[O:4].[CH3:30][N:31]1CCNCC1, predict the reaction product. (3) Given the reactants [C:1]([O:5][C:6](=[O:15])[C:7]1[CH:12]=[C:11](Cl)[N:10]=[C:9]([Cl:14])[CH:8]=1)([CH3:4])([CH3:3])[CH3:2].[CH3:16][NH:17][CH3:18], predict the reaction product. The product is: [C:1]([O:5][C:6](=[O:15])[C:7]1[CH:12]=[C:11]([N:17]([CH3:18])[CH3:16])[N:10]=[C:9]([Cl:14])[CH:8]=1)([CH3:4])([CH3:3])[CH3:2]. (4) The product is: [C:17]([O:20][C:21](=[O:22])[N:9]([CH2:8][C:4]1[CH:5]=[N:6][CH:7]=[C:2]([Br:1])[CH:3]=1)[CH2:10][CH:11]1[CH2:15][CH2:14][CH2:13][CH2:12]1)([CH3:19])([CH3:18])[CH3:16]. Given the reactants [Br:1][C:2]1[CH:3]=[C:4]([CH2:8][NH:9][CH2:10][CH:11]2[CH2:15][CH2:14][CH2:13][CH2:12]2)[CH:5]=[N:6][CH:7]=1.[CH3:16][C:17]([O:20][C:21](O[C:21]([O:20][C:17]([CH3:19])([CH3:18])[CH3:16])=[O:22])=[O:22])([CH3:19])[CH3:18], predict the reaction product. (5) Given the reactants [OH:1][C:2]1[CH:9]=[CH:8][C:5]([C:6]#[N:7])=[CH:4][C:3]=1[C:10]1[CH:15]=[CH:14][N:13]=[CH:12][CH:11]=1.[F:16][C:17]([F:30])([F:29])[S:18](O[S:18]([C:17]([F:30])([F:29])[F:16])(=[O:20])=[O:19])(=[O:20])=[O:19], predict the reaction product. The product is: [F:16][C:17]([F:30])([F:29])[S:18]([O:1][C:2]1[CH:9]=[CH:8][C:5]([C:6]#[N:7])=[CH:4][C:3]=1[C:10]1[CH:15]=[CH:14][N:13]=[CH:12][CH:11]=1)(=[O:20])=[O:19]. (6) Given the reactants Cl.CN(C)CCCN=C=NCC.[Cl:13][C:14]1[CH:19]=[CH:18][C:17]([NH:20][C:21]([N:23]2[C@@H:27]([C:28]([OH:30])=O)[CH2:26][O:25][CH2:24]2)=[O:22])=[CH:16][CH:15]=1.[NH2:31][C:32]1[CH:37]=[CH:36][C:35]([N:38]2[CH2:43][CH2:42][O:41][CH2:40][C:39]2=[O:44])=[CH:34][CH:33]=1.C(=O)([O-])O.[Na+], predict the reaction product. The product is: [Cl:13][C:14]1[CH:15]=[CH:16][C:17]([NH:20][C:21]([N:23]2[C@@H:27]([C:28]([NH:31][C:32]3[CH:33]=[CH:34][C:35]([N:38]4[CH2:43][CH2:42][O:41][CH2:40][C:39]4=[O:44])=[CH:36][CH:37]=3)=[O:30])[CH2:26][O:25][CH2:24]2)=[O:22])=[CH:18][CH:19]=1.